From a dataset of Reaction yield outcomes from USPTO patents with 853,638 reactions. Predict the reaction yield, written as a fraction of the theoretical maximum amount of product (1.0 means a 100% yield; for example, 0.34 means a 34% yield). (1) The reactants are [CH3:1][O:2][CH2:3][CH2:4][O:5][C:6]1[CH:7]=[C:8]2[N:14](COCC[Si](C)(C)C)[C:13]([C:23]3[CH:28]=[CH:27][N:26]=[C:25]([NH:29][C:30](=[O:32])[CH3:31])[CH:24]=3)=[C:12]([C:33]3[CH:38]=[CH:37][C:36]([O:39][CH3:40])=[CH:35][N:34]=3)[C:9]2=[N:10][CH:11]=1.C(O)(C(F)(F)F)=O. The catalyst is C(Cl)Cl. The product is [CH3:1][O:2][CH2:3][CH2:4][O:5][C:6]1[CH:7]=[C:8]2[NH:14][C:13]([C:23]3[CH:28]=[CH:27][N:26]=[C:25]([NH:29][C:30](=[O:32])[CH3:31])[CH:24]=3)=[C:12]([C:33]3[CH:38]=[CH:37][C:36]([O:39][CH3:40])=[CH:35][N:34]=3)[C:9]2=[N:10][CH:11]=1. The yield is 0.642. (2) The reactants are [C:1]1([CH:7]2[CH2:12][CH2:11][N:10]([C:13]([C@H:15]3[CH2:20][CH2:19][CH:18]([C:21]([N:23]4[CH2:27][CH2:26][CH2:25][CH2:24]4)=[O:22])[CH2:17][C@@H:16]3[C:28](OC)=[O:29])=[O:14])[CH2:9][CH2:8]2)[CH:6]=[CH:5][CH:4]=[CH:3][CH:2]=1.CN([P+]([O:42][N:43]1N=NC2C=CC=CC1=2)(N(C)C)N(C)C)C.F[P-](F)(F)(F)(F)F.Cl.C1(C2CCNCC=2)C=CC=CC=1.C(N(CC)C(C)C)(C)C.C([O-])(O)=O.[Na+]. The catalyst is CN(C=O)C. The product is [OH:42][NH:43][C:28]([C@H:16]1[CH2:17][CH:18]([C:21]([N:23]2[CH2:24][CH2:25][CH2:26][CH2:27]2)=[O:22])[CH2:19][CH2:20][C@@H:15]1[C:13]([N:10]1[CH2:11][CH:12]=[C:7]([C:1]2[CH:2]=[CH:3][CH:4]=[CH:5][CH:6]=2)[CH2:8][CH2:9]1)=[O:14])=[O:29]. The yield is 0.797. (3) The reactants are C[Sn](C)(C)[C:3]1[CH:4]=[CH:5][C:6]([C:9]([OH:12])([CH3:11])[CH3:10])=[N:7][CH:8]=1.Br[C:16]1[N:21]=[C:20]2[N:22]([C@H:27]3[CH2:32][CH2:31][C@H:30]([O:33][CH3:34])[CH2:29][CH2:28]3)[C:23](=[O:26])[CH2:24][NH:25][C:19]2=[N:18][CH:17]=1. The catalyst is CN(C)C=O. The product is [OH:12][C:9]([C:6]1[N:7]=[CH:8][C:3]([C:16]2[N:21]=[C:20]3[N:22]([C@H:27]4[CH2:32][CH2:31][C@H:30]([O:33][CH3:34])[CH2:29][CH2:28]4)[C:23](=[O:26])[CH2:24][NH:25][C:19]3=[N:18][CH:17]=2)=[CH:4][CH:5]=1)([CH3:11])[CH3:10]. The yield is 0.420. (4) The reactants are C[O:2][C:3](=[O:23])[CH2:4][CH2:5][CH2:6][CH2:7][CH2:8][S:9][C:10]1[CH:15]=[CH:14][C:13]([C:16]2[CH:21]=[CH:20][C:19]([Cl:22])=[CH:18][CH:17]=2)=[CH:12][CH:11]=1.NO.[OH-].[K+].CO. The catalyst is C1COCC1. The product is [Cl:22][C:19]1[CH:20]=[CH:21][C:16]([C:13]2[CH:14]=[CH:15][C:10]([S:9][CH2:8][CH2:7][CH2:6][CH2:5][CH2:4][C:3]([OH:23])=[O:2])=[CH:11][CH:12]=2)=[CH:17][CH:18]=1. The yield is 0.910. (5) The reactants are [O:1]1[C:5]2[CH:6]=[CH:7][C:8]([C:10]3([C:13]([NH:15][C:16]4[CH:17]=[C:18]5[C:22](=[CH:23][CH:24]=4)[NH:21][C:20]([C:25]([CH3:28])([CH3:27])[CH3:26])=[CH:19]5)=[O:14])[CH2:12][CH2:11]3)=[CH:9][C:4]=2[O:3][CH2:2]1.[BH3-]C#N.[Na+]. The catalyst is C(O)(=O)C. The product is [O:1]1[C:5]2[CH:6]=[CH:7][C:8]([C:10]3([C:13]([NH:15][C:16]4[CH:17]=[C:18]5[C:22](=[CH:23][CH:24]=4)[NH:21][CH:20]([C:25]([CH3:28])([CH3:27])[CH3:26])[CH2:19]5)=[O:14])[CH2:12][CH2:11]3)=[CH:9][C:4]=2[O:3][CH2:2]1. The yield is 0.890. (6) The reactants are [C:1]([O:5][C:6]([NH:8][C@H:9]([CH3:13])[C:10]([OH:12])=O)=[O:7])([CH3:4])([CH3:3])[CH3:2].CN(C)CCCN=C=NCC.OC1C2N=NNC=2C=CC=1.Cl.[F:36][C@H:37]1[CH2:41][CH2:40][NH:39][CH2:38]1.C(N(CC)C(C)C)(C)C. The catalyst is CN(C=O)C.C(OCC)(=O)C. The product is [C:1]([O:5][C:6](=[O:7])[NH:8][C@H:9]([CH3:13])[C:10]([N:39]1[CH2:40][CH2:41][C@H:37]([F:36])[CH2:38]1)=[O:12])([CH3:2])([CH3:3])[CH3:4]. The yield is 0.940. (7) The reactants are [Br-].[Br-].[Br-].[NH+]1C=CC=CC=1.[NH+]1C=CC=CC=1.[NH+]1C=CC=CC=1.[NH:22]1[C:30]2[C:25](=[C:26]([C:31]3[CH:32]=[N:33][CH:34]=[C:35]([CH:39]=3)[C:36]([OH:38])=[O:37])[CH:27]=[CH:28][CH:29]=2)[CH:24]=[CH:23]1.[OH2:40]. The catalyst is CC(O)(C)C.C(O)C.C(O)(=O)C.[Zn]. The product is [O:40]=[C:23]1[CH2:24][C:25]2[C:30](=[CH:29][CH:28]=[CH:27][C:26]=2[C:31]2[CH:32]=[N:33][CH:34]=[C:35]([CH:39]=2)[C:36]([OH:38])=[O:37])[NH:22]1. The yield is 0.980. (8) The reactants are O[CH2:2][C:3]1[N:8]=[C:7]([C:9]#[N:10])[C:6]([CH3:11])=[CH:5][CH:4]=1.S(Cl)([Cl:14])=O. The catalyst is ClCCl. The product is [Cl:14][CH2:2][C:3]1[N:8]=[C:7]([C:9]#[N:10])[C:6]([CH3:11])=[CH:5][CH:4]=1. The yield is 0.960.